From a dataset of NCI-60 drug combinations with 297,098 pairs across 59 cell lines. Regression. Given two drug SMILES strings and cell line genomic features, predict the synergy score measuring deviation from expected non-interaction effect. (1) Drug 1: CC1=C2C(C(=O)C3(C(CC4C(C3C(C(C2(C)C)(CC1OC(=O)C(C(C5=CC=CC=C5)NC(=O)C6=CC=CC=C6)O)O)OC(=O)C7=CC=CC=C7)(CO4)OC(=O)C)O)C)OC(=O)C. Drug 2: COCCOC1=C(C=C2C(=C1)C(=NC=N2)NC3=CC=CC(=C3)C#C)OCCOC.Cl. Cell line: TK-10. Synergy scores: CSS=54.3, Synergy_ZIP=3.33, Synergy_Bliss=2.79, Synergy_Loewe=5.30, Synergy_HSA=6.14. (2) Drug 1: C1=CC=C(C(=C1)C(C2=CC=C(C=C2)Cl)C(Cl)Cl)Cl. Drug 2: CN(CCCl)CCCl.Cl. Cell line: SN12C. Synergy scores: CSS=10.0, Synergy_ZIP=-2.18, Synergy_Bliss=0.635, Synergy_Loewe=-22.1, Synergy_HSA=-3.17.